Dataset: Full USPTO retrosynthesis dataset with 1.9M reactions from patents (1976-2016). Task: Predict the reactants needed to synthesize the given product. (1) Given the product [CH:124]1([CH2:116][NH:115][C:114]([C@@H:109]([NH:108][C:107]([N:84]2[CH2:85][C@H:86]([O:88][C:89]3[C:98]4[C:93](=[CH:94][C:95]([O:99][CH3:100])=[CH:96][CH:97]=4)[N:92]=[C:91]([C:101]4[CH:106]=[CH:105][CH:104]=[CH:103][CH:102]=4)[CH:90]=3)[CH2:87][C@H:83]2[C:81]([NH:80][C@:75]2([C:73]([OH:74])=[O:72])[CH2:77][C@H:76]2[CH:78]=[CH2:79])=[O:82])=[O:127])[CH:110]([CH3:111])[CH3:112])=[O:126])[CH2:119][CH2:120][CH2:121][CH2:122][CH2:123]1, predict the reactants needed to synthesize it. The reactants are: C(OC(N[C@H](C(O)=O)C(C)C)=O)(C)(C)C.C(OC(NC(C(C)(C)C)C(O)=O)=O)(C)(C)C.C1(N)CCCCC1.C(OC(=O)NC(C(=O)NC1C2C(=CC=CC=2)CC1O)C(C)(C)C)(C)(C)C.ClNC(=O)[O-].C([O:72][C:73]([C:75]1([NH:80][C:81]([CH:83]2[CH2:87][CH:86]([O:88][C:89]3[C:98]4[C:93](=[CH:94][C:95]([O:99][CH3:100])=[CH:96][CH:97]=4)[N:92]=[C:91]([C:101]4[CH:106]=[CH:105][CH:104]=[CH:103][CH:102]=4)[CH:90]=3)[CH2:85][N:84]2[C:107](=[O:127])[NH:108][CH:109]([C:114](=[O:126])[NH:115][CH:116]2[C:124]3[C:119](=[CH:120][CH:121]=[CH:122][CH:123]=3)CC2O)[C:110](C)([CH3:112])[CH3:111])=[O:82])[CH2:77][CH:76]1[CH:78]=[CH2:79])=[O:74])C. (2) Given the product [ClH:1].[CH3:2][CH:3]1[CH:7]([NH2:8])[CH2:6][CH:5]([CH3:16])[O:4]1, predict the reactants needed to synthesize it. The reactants are: [ClH:1].[CH3:2][CH:3]1[CH:7]([NH:8]C(=O)OC(C)(C)C)[CH2:6][CH:5]([CH3:16])[O:4]1.Cl. (3) Given the product [CH3:17][NH:18][C:19]([N:13]1[C:14]2[C:9](=[CH:8][C:7]([C:3]3[CH:2]=[N:1][CH:6]=[CH:5][CH:4]=3)=[CH:16][N:15]=2)[CH2:10][CH2:11][CH2:12]1)=[O:20], predict the reactants needed to synthesize it. The reactants are: [N:1]1[CH:6]=[CH:5][CH:4]=[C:3]([C:7]2[CH:8]=[C:9]3[C:14](=[N:15][CH:16]=2)[NH:13][CH2:12][CH2:11][CH2:10]3)[CH:2]=1.[CH3:17][N:18]=[C:19]=[O:20].CCN(CC)CC.O. (4) Given the product [Cl:19][C:20]1[CH:25]=[C:24]([Cl:26])[CH:23]=[C:22]([CH2:27][N:28]2[CH2:32][CH2:31][CH2:30][CH2:29]2)[C:21]=1[O:33][C:2]1[N:6]([CH3:7])[C:5]2[C:8]([CH:14]([CH2:17][CH3:18])[CH2:15][CH3:16])=[CH:9][CH:10]=[C:11]([O:12][CH3:13])[C:4]=2[N:3]=1, predict the reactants needed to synthesize it. The reactants are: Cl[C:2]1[N:6]([CH3:7])[C:5]2[C:8]([CH:14]([CH2:17][CH3:18])[CH2:15][CH3:16])=[CH:9][CH:10]=[C:11]([O:12][CH3:13])[C:4]=2[N:3]=1.[Cl:19][C:20]1[CH:25]=[C:24]([Cl:26])[CH:23]=[C:22]([CH2:27][N:28]2[CH2:32][CH2:31][CH2:30][CH2:29]2)[C:21]=1[OH:33].C(=O)([O-])[O-].[K+].[K+].Cl.